From a dataset of Forward reaction prediction with 1.9M reactions from USPTO patents (1976-2016). Predict the product of the given reaction. (1) Given the reactants O[CH:2]([C:4]1[N:15]([C@@H:16]2[CH2:21][O:20][C@@H:19]([CH2:22][C:23]#[N:24])[CH2:18][CH2:17]2)[C:7]2=[C:8]3[S:14][CH:13]=[CH:12][C:9]3=[N:10][CH:11]=[C:6]2[N:5]=1)[CH3:3].[CH2:25]([N:27](CC)CC)C.CS(Cl)(=O)=O.[Cl-].C[NH3+], predict the reaction product. The product is: [CH3:25][NH:27][CH:2]([C:4]1[N:15]([C@@H:16]2[CH2:21][O:20][C@@H:19]([CH2:22][C:23]#[N:24])[CH2:18][CH2:17]2)[C:7]2=[C:8]3[S:14][CH:13]=[CH:12][C:9]3=[N:10][CH:11]=[C:6]2[N:5]=1)[CH3:3]. (2) The product is: [Cl:1][C:2]1[C:3]([N:19]2[CH2:20][CH2:21][CH2:22][CH:17]([C:13]3[CH:14]=[CH:15][CH:16]=[C:11]([CH3:10])[CH:12]=3)[CH2:18]2)=[CH:23][CH:5]=[CH:6][N:7]=1. Given the reactants [Cl:1][C:2]1[C:3](Cl)=N[CH:5]=[CH:6][N:7]=1.Cl.[CH3:10][C:11]1[CH:12]=[C:13]([CH:17]2[CH2:22][CH2:21][CH2:20][NH:19][CH2:18]2)[CH:14]=[CH:15][CH:16]=1.[C:23]([O-])([O-])=O.[K+].[K+].CN(C=O)C, predict the reaction product.